Dataset: Catalyst prediction with 721,799 reactions and 888 catalyst types from USPTO. Task: Predict which catalyst facilitates the given reaction. (1) Reactant: [SH2:1].[CH3:2][O:3][C:4](=[O:15])[C:5]([CH3:14])([N:7]1[CH2:12][CH2:11][C:10](=O)[CH2:9][CH2:8]1)[CH3:6].[BH4-].[Na+]. Product: [CH3:2][O:3][C:4](=[O:15])[C:5]([N:7]1[CH2:12][CH2:11][CH:10]([SH:1])[CH2:9][CH2:8]1)([CH3:14])[CH3:6]. The catalyst class is: 32. (2) The catalyst class is: 439. Reactant: Br[C:2]1[C:7](=[O:8])[N:6]([CH2:9][C:10]2[CH:15]=[CH:14][C:13]([C:16]3[C:17]([C:22]#[N:23])=[CH:18][CH:19]=[CH:20][CH:21]=3)=[CH:12][CH:11]=2)[C:5]([CH2:24][CH2:25][CH2:26][CH3:27])=[N:4][C:3]=1[CH3:28].[CH3:29][C:30]1[C:34](B(O)O)=[C:33]([CH3:38])[O:32][N:31]=1.C(=O)([O-])[O-].[Cs+].[Cs+]. Product: [CH2:24]([C:5]1[N:6]([CH2:9][C:10]2[CH:15]=[CH:14][C:13]([C:16]3[C:17]([C:22]#[N:23])=[CH:18][CH:19]=[CH:20][CH:21]=3)=[CH:12][CH:11]=2)[C:7](=[O:8])[C:2]([C:34]2[C:30]([CH3:29])=[N:31][O:32][C:33]=2[CH3:38])=[C:3]([CH3:28])[N:4]=1)[CH2:25][CH2:26][CH3:27].